The task is: Predict the product of the given reaction.. This data is from Forward reaction prediction with 1.9M reactions from USPTO patents (1976-2016). (1) Given the reactants [CH3:1][N:2]1[N:6]=[N:5][C:4]([C:7]2[CH:12]=[CH:11][CH:10]=[C:9]([N+:13]([O-])=O)[CH:8]=2)=[N:3]1.[OH-].[Na+], predict the reaction product. The product is: [CH3:1][N:2]1[N:6]=[N:5][C:4]([C:7]2[CH:8]=[C:9]([CH:10]=[CH:11][CH:12]=2)[NH2:13])=[N:3]1. (2) The product is: [Cl:26][C:1]1[NH:2][C:10]([C:12]2[CH:17]=[CH:16][CH:15]=[CH:14][CH:13]=2)=[CH:9][C:3]=1[C:4]([O:6][CH3:7])=[O:5]. Given the reactants [C:1]([CH:3]([CH2:9][C:10]([C:12]1[C:17](F)=[CH:16][CH:15]=[CH:14][C:13]=1F)=O)[C:4]([O:6][CH2:7]C)=[O:5])#[N:2].C(OCC)(=O)C.[ClH:26], predict the reaction product. (3) Given the reactants [Cl:1][C:2]1[CH:7]=[CH:6][C:5]([CH:8]2[CH2:13][C:12](=[O:14])[NH:11][C:10]([CH3:15])=[C:9]2[C:16]([OH:18])=O)=[C:4]([F:19])[CH:3]=1.[Cl:20][C:21]1[C:29]2[C:24](=[CH:25][CH:26]=[C:27]([NH2:30])[CH:28]=2)[NH:23][N:22]=1.N=C=N, predict the reaction product. The product is: [Cl:1][C:2]1[CH:7]=[CH:6][C:5]([CH:8]2[CH2:13][C:12](=[O:14])[NH:11][C:10]([CH3:15])=[C:9]2[C:16]([NH:30][C:27]2[CH:28]=[C:29]3[C:24](=[CH:25][CH:26]=2)[NH:23][N:22]=[C:21]3[Cl:20])=[O:18])=[C:4]([F:19])[CH:3]=1. (4) Given the reactants [C:1]([OH:8])(=[O:7])/[CH:2]=[CH:3]/[C:4]([OH:6])=[O:5].O.CN(CCOC1C=CC(C[CH:26]2[S:30][C:29](=[O:31])[NH:28][C:27]2=[O:32])=CC=1)C1C=CC=CN=1, predict the reaction product. The product is: [C:1]([OH:8])(=[O:7])/[CH:2]=[CH:3]/[C:4]([OH:6])=[O:5].[S:30]1[CH2:26][C:27](=[O:32])[NH:28][C:29]1=[O:31]. (5) Given the reactants [CH2:1]([C:3]1[N:7]([C:8]2[CH:13]=[CH:12][CH:11]=[CH:10][C:9]=2[F:14])[N:6]=[N:5][C:4]=1[C:15]([OH:17])=O)[CH3:2].[F:18][C:19]1[CH:24]=[CH:23][CH:22]=[CH:21][C:20]=1[C:25](=[NH:28])[NH:26]O, predict the reaction product. The product is: [CH2:1]([C:3]1[N:7]([C:8]2[CH:13]=[CH:12][CH:11]=[CH:10][C:9]=2[F:14])[N:6]=[N:5][C:4]=1[C:15]1[O:17][N:28]=[C:25]([C:20]2[CH:21]=[CH:22][CH:23]=[CH:24][C:19]=2[F:18])[N:26]=1)[CH3:2]. (6) Given the reactants Br[C:2]1[C:3]([N:22]2[CH2:26][CH2:25][C@H:24]([CH2:27][OH:28])[CH2:23]2)=[N:4][CH:5]=[C:6]([CH:21]=1)[C:7]([NH:9][C:10]1[CH:15]=[CH:14][C:13]([O:16][C:17]([Cl:20])([F:19])[F:18])=[CH:12][CH:11]=1)=[O:8].CC1(C)C(C)(C)OB([C:37]2[CH:38]=[N:39][CH:40]=[C:41]([CH:44]=2)[C:42]#[N:43])O1, predict the reaction product. The product is: [Cl:20][C:17]([F:19])([F:18])[O:16][C:13]1[CH:14]=[CH:15][C:10]([NH:9][C:7]([C:6]2[CH:21]=[C:2]([C:37]3[CH:38]=[N:39][CH:40]=[C:41]([C:42]#[N:43])[CH:44]=3)[C:3]([N:22]3[CH2:26][CH2:25][C@H:24]([CH2:27][OH:28])[CH2:23]3)=[N:4][CH:5]=2)=[O:8])=[CH:11][CH:12]=1. (7) Given the reactants [Br:1][C:2]1[CH:16]=[CH:15][C:5]([O:6][C:7]2[CH:14]=[CH:13][CH:12]=[CH:11][C:8]=2C=O)=[C:4]([O:17][CH3:18])[CH:3]=1.ClC1C=CC=C(C(OO)=[O:27])C=1, predict the reaction product. The product is: [Br:1][C:2]1[CH:16]=[CH:15][C:5]([O:6][C:7]2[CH:14]=[CH:13][CH:12]=[CH:11][C:8]=2[OH:27])=[C:4]([O:17][CH3:18])[CH:3]=1. (8) Given the reactants C(OC([N:8]([CH3:18])[C@@H:9]([CH2:13][C:14]([CH3:17])(C)C)[C:10]([OH:12])=O)=O)(C)(C)C.[F:19][C:20]([F:37])([F:36])[C:21]1[CH:22]=[CH:23][C:24]([N:27]2[CH2:31][C@@H:30]3[C@@H:32]([NH2:35])[CH2:33][CH2:34][C@@H:29]3[CH2:28]2)=[N:25][CH:26]=1.F[C:39](F)(F)[C:40]1N=C(N2C[C@@H]3[C@@H](N)CC[C@@H]3C2)C=C[CH:41]=1, predict the reaction product. The product is: [F:37][C:20]([F:19])([F:36])[C:21]1[CH:22]=[CH:23][C:24]([N:27]2[CH2:31][C@@H:30]3[C@@H:32]([NH:35][C:10]([C@@H:9]4[CH2:13][C:14]5[C:18](=[CH:39][CH:40]=[CH:41][CH:17]=5)[NH:8]4)=[O:12])[CH2:33][CH2:34][C@@H:29]3[CH2:28]2)=[N:25][CH:26]=1. (9) Given the reactants [NH:1]1[CH:5]=[C:4]([C:6]([OH:9])([CH3:8])[CH3:7])[N:3]=[CH:2]1.[CH2:10]([NH:12][C:13]([NH:15][C:16]1[S:17][C:18]2[C:24]([C:25]3[CH:30]=[CH:29][CH:28]=[CH:27][N:26]=3)=[CH:23][C:22](C3C=NC(C(O)(C)C)=NC=3)=[CH:21][C:19]=2[N:20]=1)=[O:14])[CH3:11], predict the reaction product. The product is: [CH2:10]([NH:12][C:13]([NH:15][C:16]1[S:17][C:18]2[C:24]([C:25]3[CH:30]=[CH:29][CH:28]=[CH:27][N:26]=3)=[CH:23][C:22]([N:1]3[CH:5]=[C:4]([C:6]([OH:9])([CH3:8])[CH3:7])[N:3]=[CH:2]3)=[CH:21][C:19]=2[N:20]=1)=[O:14])[CH3:11].